From a dataset of Reaction yield outcomes from USPTO patents with 853,638 reactions. Predict the reaction yield, written as a fraction of the theoretical maximum amount of product (1.0 means a 100% yield; for example, 0.34 means a 34% yield). (1) The reactants are [OH:1][C:2]1[CH:7]=[CH:6][C:5]([CH3:8])=[CH:4][C:3]=1[C:9]([C:11]1[CH:16]=[CH:15][CH:14]=[CH:13][CH:12]=1)=[O:10].[Br:17]Br.O. The catalyst is ClCCl.[Fe]. The product is [Br:17][C:7]1[C:2]([OH:1])=[C:3]([C:9]([C:11]2[CH:12]=[CH:13][CH:14]=[CH:15][CH:16]=2)=[O:10])[CH:4]=[C:5]([CH3:8])[CH:6]=1. The yield is 0.860. (2) The reactants are [ClH:1].[CH:2]1([C:5](=[O:36])[CH:6]([N:14]2[CH2:19][CH2:18][CH:17]([SH:20])/[C:16](=[CH:21]/[C:22]3[N:23]=[N:24][N:25]([CH2:27][CH2:28][CH2:29][CH2:30][C:31]([O:33]CC)=[O:32])[CH:26]=3)/[CH2:15]2)[C:7]2[CH:12]=[CH:11][CH:10]=[CH:9][C:8]=2[F:13])[CH2:4][CH2:3]1.Cl. The catalyst is C(#N)C. The product is [ClH:1].[C:31]([CH2:30][CH2:29][CH2:28][CH2:27][N:25]1[CH:26]=[C:22](/[CH:21]=[C:16]2\[CH2:15][N:14]([CH:6]([C:7]3[CH:12]=[CH:11][CH:10]=[CH:9][C:8]=3[F:13])[C:5]([CH:2]3[CH2:3][CH2:4]3)=[O:36])[CH2:19][CH2:18][CH:17]\2[SH:20])[N:23]=[N:24]1)([OH:33])=[O:32]. The yield is 0.970. (3) The reactants are CN([CH:4]=[O:5])C.P(Cl)(Cl)([Cl:8])=O.[CH:11]12[CH2:17][CH:14]([CH2:15][CH2:16]1)[CH2:13][C:12]2=O.P([O-])([O-])(O)=O.[K+].[K+]. The catalyst is ClCCCl.O. The product is [Cl:8][C:12]1[CH:11]2[CH2:17][CH:14]([CH2:15][CH2:16]2)[C:13]=1[CH:4]=[O:5]. The yield is 0.280.